From a dataset of Peptide-MHC class I binding affinity with 185,985 pairs from IEDB/IMGT. Regression. Given a peptide amino acid sequence and an MHC pseudo amino acid sequence, predict their binding affinity value. This is MHC class I binding data. (1) The peptide sequence is PLILAYFPVFRFL. The MHC is HLA-B45:01 with pseudo-sequence HLA-B45:01. The binding affinity (normalized) is 0. (2) The peptide sequence is ATAQMALQL. The MHC is Mamu-A02 with pseudo-sequence Mamu-A02. The binding affinity (normalized) is 1.00. (3) The peptide sequence is WVWDTWPLA. The MHC is HLA-B18:01 with pseudo-sequence HLA-B18:01. The binding affinity (normalized) is 0.0847. (4) The peptide sequence is YPSLMSRVV. The MHC is HLA-A23:01 with pseudo-sequence HLA-A23:01. The binding affinity (normalized) is 0.0847. (5) The peptide sequence is FQEAVQAVW. The MHC is Mamu-B17 with pseudo-sequence Mamu-B17. The binding affinity (normalized) is 0.801. (6) The peptide sequence is MSYYCKSHK. The MHC is HLA-A68:01 with pseudo-sequence HLA-A68:01. The binding affinity (normalized) is 0.629.